This data is from Reaction yield outcomes from USPTO patents with 853,638 reactions. The task is: Predict the reaction yield, written as a fraction of the theoretical maximum amount of product (1.0 means a 100% yield; for example, 0.34 means a 34% yield). (1) The reactants are [Al+3].[Cl-].[Cl-].[Cl-].[Cl:5][C:6]1[CH:7]=[C:8]([CH:13]([CH2:17][C:18]2[CH:23]=[CH:22][CH:21]=[C:20]([O:24][CH3:25])[CH:19]=2)[C:14](Cl)=[O:15])[CH:9]=[C:10]([Cl:12])[CH:11]=1. The catalyst is C(Cl)Cl. The product is [Cl:5][C:6]1[CH:7]=[C:8]([CH:13]2[CH2:17][C:18]3[C:23](=[CH:22][CH:21]=[C:20]([O:24][CH3:25])[CH:19]=3)[C:14]2=[O:15])[CH:9]=[C:10]([Cl:12])[CH:11]=1. The yield is 0.580. (2) The reactants are CO[C:3]([C:9]1[CH:14]=[CH:13][C:12]([O:15][C:16]2[CH:21]=[CH:20][CH:19]=[CH:18][CH:17]=2)=[CH:11][CH:10]=1)=[C:4]([C:7]#[N:8])[C:5]#[N:6].[Br:22][C:23]1[CH:28]=[CH:27][C:26]([N+:29]([O-:31])=[O:30])=[CH:25][C:24]=1[NH:32][NH2:33]. The catalyst is C(O)C. The product is [NH2:6][C:5]1[N:32]([C:24]2[CH:25]=[C:26]([N+:29]([O-:31])=[O:30])[CH:27]=[CH:28][C:23]=2[Br:22])[N:33]=[C:3]([C:9]2[CH:14]=[CH:13][C:12]([O:15][C:16]3[CH:21]=[CH:20][CH:19]=[CH:18][CH:17]=3)=[CH:11][CH:10]=2)[C:4]=1[C:7]#[N:8]. The yield is 0.210. (3) The reactants are C(OC([NH:8][CH2:9][CH2:10][C:11]([CH3:15])([CH3:14])[CH2:12][OH:13])=O)(C)(C)C.[ClH:16].O1CCOCC1. The catalyst is C(OCC)C. The product is [ClH:16].[NH2:8][CH2:9][CH2:10][C:11]([CH3:15])([CH3:14])[CH2:12][OH:13]. The yield is 0.810. (4) The reactants are [F:1][C:2]1[CH:24]=[CH:23][C:5]([CH2:6][N:7]2[CH2:21][CH2:20][C:11]3[CH:12]=[C:13]4[C:17](=[CH:18][C:10]=3[NH:9][C:8]2=[O:22])[NH:16][N:15]=[C:14]4[I:19])=[CH:4][CH:3]=1.[CH3:25][C:26]([O:29][C:30](O[C:30]([O:29][C:26]([CH3:28])([CH3:27])[CH3:25])=[O:31])=[O:31])([CH3:28])[CH3:27].O. The catalyst is C1COCC1.CN(C1C=CN=CC=1)C. The product is [C:26]([O:29][C:30]([N:16]1[C:17]2[C:13](=[CH:12][C:11]3[CH2:20][CH2:21][N:7]([CH2:6][C:5]4[CH:23]=[CH:24][C:2]([F:1])=[CH:3][CH:4]=4)[C:8](=[O:22])[NH:9][C:10]=3[CH:18]=2)[C:14]([I:19])=[N:15]1)=[O:31])([CH3:28])([CH3:27])[CH3:25]. The yield is 0.800.